From a dataset of Peptide-MHC class I binding affinity with 185,985 pairs from IEDB/IMGT. Regression. Given a peptide amino acid sequence and an MHC pseudo amino acid sequence, predict their binding affinity value. This is MHC class I binding data. (1) The peptide sequence is TLDTMDDMKK. The MHC is HLA-A31:01 with pseudo-sequence HLA-A31:01. The binding affinity (normalized) is 0.0466. (2) The peptide sequence is ALCKVTVPT. The MHC is HLA-A02:06 with pseudo-sequence HLA-A02:06. The binding affinity (normalized) is 0.506.